Dataset: Reaction yield outcomes from USPTO patents with 853,638 reactions. Task: Predict the reaction yield, written as a fraction of the theoretical maximum amount of product (1.0 means a 100% yield; for example, 0.34 means a 34% yield). (1) The reactants are Br[C:2]1[N:6]([S:7]([C:10]2[CH:15]=[CH:14][CH:13]=[CH:12][CH:11]=2)(=[O:9])=[O:8])[CH:5]=[C:4]([CH:16]=[O:17])[CH:3]=1.[F:18][C:19]1[C:24](B(O)O)=[CH:23][CH:22]=[CH:21][N:20]=1.C(=O)([O-])O.[Na+].COCCOC. The catalyst is C1C=CC([P]([Pd]([P](C2C=CC=CC=2)(C2C=CC=CC=2)C2C=CC=CC=2)([P](C2C=CC=CC=2)(C2C=CC=CC=2)C2C=CC=CC=2)[P](C2C=CC=CC=2)(C2C=CC=CC=2)C2C=CC=CC=2)(C2C=CC=CC=2)C2C=CC=CC=2)=CC=1.O. The product is [F:18][C:19]1[C:24]([C:2]2[N:6]([S:7]([C:10]3[CH:15]=[CH:14][CH:13]=[CH:12][CH:11]=3)(=[O:9])=[O:8])[CH:5]=[C:4]([CH:16]=[O:17])[CH:3]=2)=[CH:23][CH:22]=[CH:21][N:20]=1. The yield is 0.680. (2) The reactants are Br[C:2]1[CH:7]=[CH:6][C:5]([C:8]2[N:9]=[C:10]([NH:13][C:14](=[O:16])[CH3:15])[S:11][CH:12]=2)=[CH:4][CH:3]=1.[CH3:17][C:18]1([CH3:34])[C:22]([CH3:24])([CH3:23])[O:21][B:20]([B:20]2[O:21][C:22]([CH3:24])([CH3:23])[C:18]([CH3:34])([CH3:17])[O:19]2)[O:19]1.C([O-])(=O)C.[K+].ClCCl. The catalyst is O1CCOCC1.C1C=CC(P(C2C=CC=CC=2)[C-]2C=CC=C2)=CC=1.C1C=CC(P(C2C=CC=CC=2)[C-]2C=CC=C2)=CC=1.Cl[Pd]Cl.[Fe+2]. The product is [CH3:17][C:18]1([CH3:34])[C:22]([CH3:24])([CH3:23])[O:21][B:20]([C:2]2[CH:7]=[CH:6][C:5]([C:8]3[N:9]=[C:10]([NH:13][C:14](=[O:16])[CH3:15])[S:11][CH:12]=3)=[CH:4][CH:3]=2)[O:19]1. The yield is 0.523. (3) The reactants are [C:1]1([CH3:21])[CH:6]=[CH:5][C:4]([S:7]([NH:10][C:11]2[CH:12]=[C:13]3[C:18](=[CH:19][CH:20]=2)[CH:17]=[N:16][CH:15]=[CH:14]3)(=[O:9])=[O:8])=[CH:3][CH:2]=1.[Cl:22]C1C=CC=C(C(OO)=O)C=1.P(Cl)(Cl)(Cl)=O. The catalyst is C(Cl)(Cl)Cl. The product is [Cl:22][C:17]1[C:18]2[C:13](=[CH:12][C:11]([NH:10][S:7]([C:4]3[CH:3]=[CH:2][C:1]([CH3:21])=[CH:6][CH:5]=3)(=[O:8])=[O:9])=[CH:20][CH:19]=2)[CH:14]=[CH:15][N:16]=1. The yield is 0.494. (4) The reactants are F[C:2]1[C:11]([CH3:12])=[CH:10][C:5]([C:6]([O:8]C)=[O:7])=[CH:4][N:3]=1.[F:13][C:14]([F:21])([F:20])[CH2:15][O:16][CH2:17][CH2:18][OH:19]. No catalyst specified. The product is [CH3:12][C:11]1[C:2]([O:19][CH2:18][CH2:17][O:16][CH2:15][C:14]([F:21])([F:20])[F:13])=[N:3][CH:4]=[C:5]([CH:10]=1)[C:6]([OH:8])=[O:7]. The yield is 0.730.